From a dataset of NCI-60 drug combinations with 297,098 pairs across 59 cell lines. Regression. Given two drug SMILES strings and cell line genomic features, predict the synergy score measuring deviation from expected non-interaction effect. Drug 1: C1CC(C1)(C(=O)O)C(=O)O.[NH2-].[NH2-].[Pt+2]. Drug 2: COCCOC1=C(C=C2C(=C1)C(=NC=N2)NC3=CC=CC(=C3)C#C)OCCOC. Cell line: OVCAR3. Synergy scores: CSS=50.7, Synergy_ZIP=-0.571, Synergy_Bliss=-0.0804, Synergy_Loewe=0.523, Synergy_HSA=5.38.